The task is: Predict which catalyst facilitates the given reaction.. This data is from Catalyst prediction with 721,799 reactions and 888 catalyst types from USPTO. (1) Reactant: Cl.CN(C)CCCN=C=NCC.[C:13]1([CH2:19][O:20][C:21]2[CH:29]=[CH:28][CH:27]=[CH:26][C:22]=2[C:23]([OH:25])=O)[CH:18]=[CH:17][CH:16]=[CH:15][CH:14]=1.ON1C2C=CC=CC=2N=N1.[CH2:40]([CH2:42][NH2:43])[OH:41]. Product: [OH:41][CH2:40][CH2:42][NH:43][C:23]([C:22]1[CH:26]=[CH:27][CH:28]=[CH:29][C:21]=1[O:20][CH2:19][C:13]1[CH:14]=[CH:15][CH:16]=[CH:17][CH:18]=1)=[O:25]. The catalyst class is: 1. (2) Reactant: [Cl:1][C:2]1[CH:31]=[C:30]([O:32]C2CCCCO2)[CH:29]=[CH:28][C:3]=1[CH2:4][N:5]([C:14]1[CH:19]=[CH:18][C:17]([O:20][CH2:21][CH2:22][N:23]2[CH2:27][CH2:26][CH2:25][CH2:24]2)=[CH:16][CH:15]=1)[C:6]([CH:8]1[CH2:13][CH2:12][CH2:11][CH2:10][CH2:9]1)=[O:7].Cl.C(=O)(O)[O-].[Na+]. Product: [ClH:1].[Cl:1][C:2]1[CH:31]=[C:30]([OH:32])[CH:29]=[CH:28][C:3]=1[CH2:4][N:5]([C:14]1[CH:19]=[CH:18][C:17]([O:20][CH2:21][CH2:22][N:23]2[CH2:24][CH2:25][CH2:26][CH2:27]2)=[CH:16][CH:15]=1)[C:6]([CH:8]1[CH2:13][CH2:12][CH2:11][CH2:10][CH2:9]1)=[O:7]. The catalyst class is: 8. (3) Reactant: Cl.[CH:2]1([NH:8][NH2:9])[CH2:7][CH2:6][CH2:5][CH2:4][CH2:3]1.[CH2:10]([O:12][C:13](=[O:21])[C:14]([C:19]#[N:20])=[CH:15]OCC)[CH3:11].C(=O)(O)[O-].[Na+]. Product: [CH2:10]([O:12][C:13]([C:14]1[CH:15]=[N:9][N:8]([CH:2]2[CH2:7][CH2:6][CH2:5][CH2:4][CH2:3]2)[C:19]=1[NH2:20])=[O:21])[CH3:11]. The catalyst class is: 8. (4) Reactant: [C:1]([O:5][C:6]([N:8]1[CH2:12][CH:11]([OH:13])[CH2:10][CH:9]1[C:14](=[O:26])[NH:15][C:16]1([C:21]([O:23][CH2:24][CH3:25])=[O:22])[CH2:18][CH:17]1[CH:19]=[CH2:20])=[O:7])([CH3:4])([CH3:3])[CH3:2].[N+:27]([C:30]1[CH:38]=[CH:37][C:33]([C:34](O)=[O:35])=[CH:32][CH:31]=1)([O-:29])=[O:28].C1C=CC(P(C2C=CC=CC=2)C2C=CC=CC=2)=CC=1. Product: [C:1]([O:5][C:6]([N:8]1[CH2:12][CH:11]([O:13][C:34](=[O:35])[C:33]2[CH:32]=[CH:31][C:30]([N+:27]([O-:29])=[O:28])=[CH:38][CH:37]=2)[CH2:10][CH:9]1[C:14](=[O:26])[NH:15][C:16]1([C:21]([O:23][CH2:24][CH3:25])=[O:22])[CH2:18][CH:17]1[CH:19]=[CH2:20])=[O:7])([CH3:4])([CH3:2])[CH3:3]. The catalyst class is: 1. (5) Reactant: C(N(CC)CC)C.[CH:8]([C:10]1[C:18]2[C:13](=[CH:14][CH:15]=[CH:16][CH:17]=2)[N:12](C(OC(C)(C)C)=O)[N:11]=1)=[O:9].[CH:26](=[N:33][C:34]1[CH:39]=[CH:38][CH:37]=[C:36]([O:40][CH3:41])[CH:35]=1)[C:27]1[CH:32]=[CH:31][CH:30]=[CH:29][CH:28]=1. Product: [NH:12]1[C:13]2[C:18](=[CH:17][CH:16]=[CH:15][CH:14]=2)[C:10]([C:8](=[O:9])[CH:26]([NH:33][C:34]2[CH:39]=[CH:38][CH:37]=[C:36]([O:40][CH3:41])[CH:35]=2)[C:27]2[CH:28]=[CH:29][CH:30]=[CH:31][CH:32]=2)=[N:11]1. The catalyst class is: 433. (6) Reactant: [CH2:1]([N:4]([CH2:48][CH2:49][CH3:50])[CH2:5][CH2:6][CH2:7][CH2:8][NH:9][CH2:10][C:11]1[CH:47]=[CH:46][C:14]([C:15]([N:17]([CH2:32][C:33]2[N:34](COCC[Si](C)(C)C)[CH:35]=[CH:36][N:37]=2)[CH2:18][C:19]2[N:20](COCC[Si](C)(C)C)[CH:21]=[CH:22][N:23]=2)=[O:16])=[CH:13][CH:12]=1)[CH2:2][CH3:3].[OH-].[Na+]. Product: [CH2:48]([N:4]([CH2:1][CH2:2][CH3:3])[CH2:5][CH2:6][CH2:7][CH2:8][NH:9][CH2:10][C:11]1[CH:12]=[CH:13][C:14]([C:15]([N:17]([CH2:32][C:33]2[NH:34][CH:35]=[CH:36][N:37]=2)[CH2:18][C:19]2[NH:23][CH:22]=[CH:21][N:20]=2)=[O:16])=[CH:46][CH:47]=1)[CH2:49][CH3:50]. The catalyst class is: 240.